Dataset: Forward reaction prediction with 1.9M reactions from USPTO patents (1976-2016). Task: Predict the product of the given reaction. Given the reactants C(N(CC)CC)C.[CH3:8][O:9][CH:10]([O:13][CH3:14])[CH2:11][NH2:12].[Cl:15][C:16]1[CH:24]=[CH:23][C:22]([N+:25]([O-:27])=[O:26])=[CH:21][C:17]=1[C:18](Cl)=[O:19], predict the reaction product. The product is: [Cl:15][C:16]1[CH:24]=[CH:23][C:22]([N+:25]([O-:27])=[O:26])=[CH:21][C:17]=1[C:18]([NH:12][CH2:11][CH:10]([O:13][CH3:14])[O:9][CH3:8])=[O:19].